This data is from Full USPTO retrosynthesis dataset with 1.9M reactions from patents (1976-2016). The task is: Predict the reactants needed to synthesize the given product. The reactants are: [C:1]([O:5][C:6]([N:8]1[CH2:13][CH:12]=[C:11]([C:14]2[CH:15]=[CH:16][C:17]3[O:26][CH2:25][CH2:24]C4N(N=C(C5N(CC(F)(F)F)N=CN=5)C=4)[C:18]=3[CH:37]=2)[CH2:10][CH2:9]1)=[O:7])([CH3:4])([CH3:3])[CH3:2].BrC1C=CC2OCC[C:48]3[C:44](=[N:45][N:46]([C:52]4[N:53]([C:57]5[CH:62]=[CH:61][CH:60]=[CH:59][C:58]=5[Cl:63])[N:54]=[CH:55][N:56]=4)[CH:47]=3)C=2C=1. Given the product [C:1]([O:5][C:6]([N:8]1[CH2:13][CH:12]=[C:11]([C:14]2[CH:15]=[CH:16][C:17]3[O:26][CH2:25][CH2:24][C:48]4[C:44](=[N:45][N:46]([C:52]5[N:53]([C:57]6[CH:62]=[CH:61][CH:60]=[CH:59][C:58]=6[Cl:63])[N:54]=[CH:55][N:56]=5)[CH:47]=4)[C:18]=3[CH:37]=2)[CH2:10][CH2:9]1)=[O:7])([CH3:4])([CH3:2])[CH3:3], predict the reactants needed to synthesize it.